This data is from Catalyst prediction with 721,799 reactions and 888 catalyst types from USPTO. The task is: Predict which catalyst facilitates the given reaction. (1) Reactant: [C:1]1([CH:7]=[CH:8][CH2:9][OH:10])[CH:6]=[CH:5][CH:4]=[CH:3][CH:2]=1.O. Product: [C:1]1([CH2:7][CH2:8][CH2:9][OH:10])[CH:6]=[CH:5][CH:4]=[CH:3][CH:2]=1. The catalyst class is: 13. (2) Reactant: CCN(C(C)C)C(C)C.[CH3:10][O:11][C:12]1[CH:20]=[C:19]([O:21][CH3:22])[CH:18]=[CH:17][C:13]=1[C:14]([OH:16])=O.Cl.Cl.[NH2:25][C@H:26]1[CH:31]2[CH2:32][CH2:33][N:28]([CH2:29][CH2:30]2)[CH2:27]1.C[NH3+].F[P-](F)(F)(F)(F)F.N1(OC(N(C)C)=[N+](C)C)C2N=CC=CC=2N=N1.F[P-](F)(F)(F)(F)F.[OH-].[Na+]. Product: [CH3:10][O:11][C:12]1[CH:20]=[C:19]([O:21][CH3:22])[CH:18]=[CH:17][C:13]=1[C:14]([NH:25][C@H:26]1[CH:31]2[CH2:32][CH2:33][N:28]([CH2:29][CH2:30]2)[CH2:27]1)=[O:16]. The catalyst class is: 3.